From a dataset of NCI-60 drug combinations with 297,098 pairs across 59 cell lines. Regression. Given two drug SMILES strings and cell line genomic features, predict the synergy score measuring deviation from expected non-interaction effect. Drug 1: CCC1=CC2CC(C3=C(CN(C2)C1)C4=CC=CC=C4N3)(C5=C(C=C6C(=C5)C78CCN9C7C(C=CC9)(C(C(C8N6C)(C(=O)OC)O)OC(=O)C)CC)OC)C(=O)OC.C(C(C(=O)O)O)(C(=O)O)O. Drug 2: CC1=C(C=C(C=C1)NC(=O)C2=CC=C(C=C2)CN3CCN(CC3)C)NC4=NC=CC(=N4)C5=CN=CC=C5. Cell line: HOP-62. Synergy scores: CSS=31.2, Synergy_ZIP=2.05, Synergy_Bliss=3.91, Synergy_Loewe=0.869, Synergy_HSA=5.33.